Dataset: Reaction yield outcomes from USPTO patents with 853,638 reactions. Task: Predict the reaction yield, written as a fraction of the theoretical maximum amount of product (1.0 means a 100% yield; for example, 0.34 means a 34% yield). (1) The catalyst is ClCCl. The yield is 0.570. The reactants are O[C:2]1([CH3:22])[CH2:8][O:7][C:6]2[CH:9]=[CH:10][C:11]([I:13])=[CH:12][C:5]=2[N:4]2[N:14]=[C:15]([C:17]([O:19][CH2:20][CH3:21])=[O:18])[CH:16]=[C:3]12.C(N(S(F)(F)[F:29])CC)C. The product is [F:29][C:2]1([CH3:22])[CH2:8][O:7][C:6]2[CH:9]=[CH:10][C:11]([I:13])=[CH:12][C:5]=2[N:4]2[N:14]=[C:15]([C:17]([O:19][CH2:20][CH3:21])=[O:18])[CH:16]=[C:3]12. (2) The reactants are [Cl:1][C:2]1[CH:7]=[C:6]([O:8][C:9]2[CH:14]=[CH:13][C:12]([N+:15]([O-])=O)=[C:11]([F:18])[CH:10]=2)[N:5]=[CH:4][N:3]=1.O.[Cl-].[NH4+]. The catalyst is C(O)C.CN(C)C=O.[Fe]. The product is [NH2:15][C:12]1[CH:13]=[CH:14][C:9]([O:8][C:6]2[CH:7]=[C:2]([Cl:1])[N:3]=[CH:4][N:5]=2)=[CH:10][C:11]=1[F:18]. The yield is 0.950. (3) The reactants are [Cl:1][C:2]1[N:7]=[CH:6][C:5](N)=[CH:4][C:3]=1[C:9]([F:12])([F:11])[F:10].[ClH:13].N([O-])=O.[Na+].[S:18](=[O:20])=[O:19]. The catalyst is O. The product is [Cl:1][C:2]1[N:7]=[CH:6][C:5]([S:18]([Cl:13])(=[O:20])=[O:19])=[CH:4][C:3]=1[C:9]([F:12])([F:11])[F:10]. The yield is 0.270. (4) The reactants are [CH3:1][O:2][C:3]1[C:11]([N+:12]([O-])=O)=[CH:10][CH:9]=[C:8]2[C:4]=1[CH2:5][N:6]([CH3:16])[C:7]2=[O:15]. The catalyst is CO.[Pd]. The product is [NH2:12][C:11]1[C:3]([O:2][CH3:1])=[C:4]2[C:8](=[CH:9][CH:10]=1)[C:7](=[O:15])[N:6]([CH3:16])[CH2:5]2. The yield is 0.520. (5) The yield is 0.220. The product is [C:26]([O:30][C:31]([N:33]1[CH2:38][CH2:37][N:36]([C:39]2[CH:40]=[N:41][C:42]([NH:45][C:13]3[N:14]=[CH:15][C:10]4[CH:9]=[C:8]([O:19][CH2:20][CH2:21][O:22][CH2:23][CH3:24])[C:7](=[O:25])[N:6]([CH:1]5[CH2:5][CH2:4][CH2:3][CH2:2]5)[C:11]=4[N:12]=3)=[CH:43][CH:44]=2)[CH2:35][CH2:34]1)=[O:32])([CH3:29])([CH3:27])[CH3:28]. The reactants are [CH:1]1([N:6]2[C:11]3[N:12]=[C:13](S(C)=O)[N:14]=[CH:15][C:10]=3[CH:9]=[C:8]([O:19][CH2:20][CH2:21][O:22][CH2:23][CH3:24])[C:7]2=[O:25])[CH2:5][CH2:4][CH2:3][CH2:2]1.[C:26]([O:30][C:31]([N:33]1[CH2:38][CH2:37][N:36]([C:39]2[CH:40]=[N:41][C:42]([NH2:45])=[CH:43][CH:44]=2)[CH2:35][CH2:34]1)=[O:32])([CH3:29])([CH3:28])[CH3:27]. The catalyst is C1(C)C=CC=CC=1.C(Cl)Cl. (6) The reactants are [CH2:1]([Li])[CH2:2][CH2:3][CH3:4].BrC1C2[O:14][C:13]([C:16]3[CH:21]=[CH:20][C:19]([O:22][CH3:23])=[CH:18][CH:17]=3)=[N:12][C:11]=2[CH:10]=[C:9]([O:24][CH3:25])[CH:8]=1.ICC. The catalyst is C1COCC1. The product is [CH2:3]([C:2]1[C:1]2[O:14][C:13]([C:16]3[CH:17]=[CH:18][C:19]([O:22][CH3:23])=[CH:20][CH:21]=3)=[N:12][C:11]=2[CH:10]=[C:9]([O:24][CH3:25])[CH:8]=1)[CH3:4]. The yield is 0.910. (7) The reactants are [CH3:1][S:2](Cl)(=[O:4])=[O:3].[NH2:6][C:7]1[C:26]([C:27]2[CH:32]=[CH:31][CH:30]=[C:29]([C:33](=[O:44])[NH:34][C:35]([C:38]3[CH:43]=[CH:42][CH:41]=[CH:40][CH:39]=3)([CH3:37])[CH3:36])[CH:28]=2)=[CH:25][C:10]2[C:11]([C:21]([NH:23][CH3:24])=[O:22])=[C:12]([C:14]3[CH:19]=[CH:18][C:17]([F:20])=[CH:16][CH:15]=3)[O:13][C:9]=2[CH:8]=1.Br[CH2:46][CH2:47][O:48][Si](C(C)(C)C)(C)C.C([O-])([O-])=O.[Na+].[Na+]. The catalyst is N1C=CC=CC=1.CCOC(C)=O. The product is [F:20][C:17]1[CH:16]=[CH:15][C:14]([C:12]2[O:13][C:9]3[CH:8]=[C:7]([N:6]([CH2:46][CH2:47][OH:48])[S:2]([CH3:1])(=[O:4])=[O:3])[C:26]([C:27]4[CH:32]=[CH:31][CH:30]=[C:29]([C:33](=[O:44])[NH:34][C:35]([C:38]5[CH:39]=[CH:40][CH:41]=[CH:42][CH:43]=5)([CH3:37])[CH3:36])[CH:28]=4)=[CH:25][C:10]=3[C:11]=2[C:21]([NH:23][CH3:24])=[O:22])=[CH:19][CH:18]=1. The yield is 0.390. (8) The reactants are [CH3:1]C([O-])(C)C.[K+].[Cl:7][C:8]1[CH:22]=[C:21]([F:23])[C:11]([O:12][C:13]2[CH:20]=[CH:19][C:16]([CH:17]=O)=[CH:15][CH:14]=2)=[C:10]([F:24])[CH:9]=1. The catalyst is [Br-].C[P+](C1C=CC=CC=1)(C1C=CC=CC=1)C1C=CC=CC=1.C1COCC1. The product is [Cl:7][C:8]1[CH:22]=[C:21]([F:23])[C:11]([O:12][C:13]2[CH:20]=[CH:19][C:16]([CH:17]=[CH2:1])=[CH:15][CH:14]=2)=[C:10]([F:24])[CH:9]=1. The yield is 0.485. (9) The reactants are C(OC([NH:8][C:9]1[CH:14]=[CH:13][C:12]([C:15]2[CH:20]=[CH:19][C:18]([CH:21]([CH3:30])[CH2:22][NH:23][S:24]([CH:27]([CH3:29])[CH3:28])(=[O:26])=[O:25])=[CH:17][CH:16]=2)=[CH:11][CH:10]=1)=O)(C)(C)C. The catalyst is C1(C)C=CC=CC=1.C1C=CC([P]([Pd]([P](C2C=CC=CC=2)(C2C=CC=CC=2)C2C=CC=CC=2)([P](C2C=CC=CC=2)(C2C=CC=CC=2)C2C=CC=CC=2)[P](C2C=CC=CC=2)(C2C=CC=CC=2)C2C=CC=CC=2)(C2C=CC=CC=2)C2C=CC=CC=2)=CC=1. The product is [NH2:8][C:9]1[CH:10]=[CH:11][C:12]([C:15]2[CH:20]=[CH:19][C:18]([CH:21]([CH3:30])[CH2:22][NH:23][S:24]([CH:27]([CH3:29])[CH3:28])(=[O:26])=[O:25])=[CH:17][CH:16]=2)=[CH:13][CH:14]=1. The yield is 0.120. (10) The reactants are [O:1]1[C:5]2([CH2:10][CH2:9][CH:8]([NH:11][C:12]3[NH:16][N:15]=[CH:14][CH:13]=3)[CH2:7][CH2:6]2)[O:4][CH2:3][CH2:2]1.N12CCCN=C1CCCCC2.[C:28]([C:30]1[CH:35]=[CH:34][CH:33]=[CH:32][C:31]=1[C:36]1[CH:41]=[CH:40][C:39]([CH:42]([CH:44]([C:50](=O)[CH2:51][CH2:52][CH3:53])[C:45](OCC)=[O:46])[CH3:43])=[CH:38][CH:37]=1)#[N:29].C(OCC)(=O)C. The catalyst is CCN(C1C=CC=CC=1)CC.O. The product is [O:4]1[C:5]2([CH2:6][CH2:7][CH:8]([N:11]3[C:45](=[O:46])[C:44]([CH:42]([C:39]4[CH:40]=[CH:41][C:36]([C:31]5[C:30]([C:28]#[N:29])=[CH:35][CH:34]=[CH:33][CH:32]=5)=[CH:37][CH:38]=4)[CH3:43])=[C:50]([CH2:51][CH2:52][CH3:53])[N:16]4[N:15]=[CH:14][CH:13]=[C:12]34)[CH2:9][CH2:10]2)[O:1][CH2:2][CH2:3]1. The yield is 0.740.